This data is from Forward reaction prediction with 1.9M reactions from USPTO patents (1976-2016). The task is: Predict the product of the given reaction. (1) Given the reactants [C:1]([C:3]1[C:4]([CH:19]([C:25]2[CH:30]=[CH:29][C:28]([Cl:31])=[C:27]([Cl:32])[CH:26]=2)[CH2:20][CH2:21][N:22]([CH3:24])[CH3:23])=[C:5]([C:14]([O:16]CC)=[O:15])[S:6][C:7]=1[N:8]1[CH2:13][CH2:12][O:11][CH2:10][CH2:9]1)#[N:2].[OH-].[Na+].Cl, predict the reaction product. The product is: [C:1]([C:3]1[C:4]([CH:19]([C:25]2[CH:30]=[CH:29][C:28]([Cl:31])=[C:27]([Cl:32])[CH:26]=2)[CH2:20][CH2:21][N:22]([CH3:24])[CH3:23])=[C:5]([C:14]([OH:16])=[O:15])[S:6][C:7]=1[N:8]1[CH2:9][CH2:10][O:11][CH2:12][CH2:13]1)#[N:2]. (2) Given the reactants Br[CH:2]([CH2:8][CH3:9])[C:3]([O:5][CH2:6][CH3:7])=[O:4].[CH3:10][O:11][C:12]1[CH:17]=[CH:16][C:15]([SH:18])=[CH:14][CH:13]=1, predict the reaction product. The product is: [CH2:6]([O:5][C:3](=[O:4])[CH:2]([S:18][C:15]1[CH:16]=[CH:17][C:12]([O:11][CH3:10])=[CH:13][CH:14]=1)[CH2:8][CH3:9])[CH3:7].